Dataset: Full USPTO retrosynthesis dataset with 1.9M reactions from patents (1976-2016). Task: Predict the reactants needed to synthesize the given product. (1) Given the product [Cl:1][C:2]1[CH:10]=[C:9]2[C:5]([C:6]([CH:11]=[O:12])=[N:7][N:8]2[CH2:24][C:23]2[CH:26]=[CH:27][C:20]([F:19])=[CH:21][CH:22]=2)=[CH:4][CH:3]=1, predict the reactants needed to synthesize it. The reactants are: [Cl:1][C:2]1[CH:10]=[C:9]2[C:5]([C:6]([CH:11]=[O:12])=[N:7][NH:8]2)=[CH:4][CH:3]=1.C([O-])([O-])=O.[Cs+].[Cs+].[F:19][C:20]1[CH:27]=[CH:26][C:23]([CH2:24]Br)=[CH:22][CH:21]=1.CN(C=O)C. (2) Given the product [CH3:21][C:22]1[CH:26]=[CH:25][N:24]([C:2]2[CH:7]=[C:6]([C:8]([F:11])([F:10])[F:9])[CH:5]=[C:4]([N+:12]([O-:14])=[O:13])[CH:3]=2)[N:23]=1, predict the reactants needed to synthesize it. The reactants are: F[C:2]1[CH:7]=[C:6]([C:8]([F:11])([F:10])[F:9])[CH:5]=[C:4]([N+:12]([O-:14])=[O:13])[CH:3]=1.C([O-])([O-])=O.[K+].[K+].[CH3:21][C:22]1[CH:26]=[CH:25][NH:24][N:23]=1. (3) Given the product [NH2:5][C:4]1[CH:6]=[CH:7][C:8]([C:10]2[N:11]=[C:12]([C@H:20]3[CH2:25][CH2:24][C@H:23]([N:26]4[CH2:27][CH2:28][N:29]([CH3:32])[CH2:30][CH2:31]4)[CH2:22][CH2:21]3)[N:13]3[CH:18]=[CH:17][N:16]=[C:15]([CH3:19])[C:14]=23)=[CH:9][C:3]=1[OH:2], predict the reactants needed to synthesize it. The reactants are: C[O:2][C:3]1[CH:9]=[C:8]([C:10]2[N:11]=[C:12]([C@H:20]3[CH2:25][CH2:24][C@H:23]([N:26]4[CH2:31][CH2:30][N:29]([CH3:32])[CH2:28][CH2:27]4)[CH2:22][CH2:21]3)[N:13]3[CH:18]=[CH:17][N:16]=[C:15]([CH3:19])[C:14]=23)[CH:7]=[CH:6][C:4]=1[NH2:5].B(Br)(Br)Br.